The task is: Predict which catalyst facilitates the given reaction.. This data is from Catalyst prediction with 721,799 reactions and 888 catalyst types from USPTO. Reactant: C(O[C:4](=O)[CH2:5][C:6]1[N:7]([C:11]2[C:16]([Br:17])=[CH:15][CH:14]=[CH:13][N:12]=2)[N:8]=[CH:9][CH:10]=1)C.[H-].[Na+].BrC1[C:27]([CH2:28][CH2:29][CH3:30])=[CH:26][C:25]([N+:31]([O-:33])=[O:32])=[CH:24][N:23]=1.[OH-].[NH4+]. Product: [N+:31]([C:25]1[CH:24]=[N:23][C:4]([CH2:5][C:6]2[N:7]([C:11]3[C:16]([Br:17])=[CH:15][CH:14]=[CH:13][N:12]=3)[N:8]=[CH:9][CH:10]=2)=[C:27]([CH2:28][CH2:29][CH3:30])[CH:26]=1)([O-:33])=[O:32]. The catalyst class is: 58.